From a dataset of Reaction yield outcomes from USPTO patents with 853,638 reactions. Predict the reaction yield, written as a fraction of the theoretical maximum amount of product (1.0 means a 100% yield; for example, 0.34 means a 34% yield). (1) No catalyst specified. The product is [CH3:27][O:28][C:29]1[CH:30]=[C:31]2[C:36](=[CH:37][CH:38]=1)[NH:35][CH:34]([CH2:39][N:40]1[CH2:41][CH2:42][N:43]([C:46]3[CH:54]=[CH:53][CH:52]=[C:51]4[C:47]=3[CH:48]=[CH:49][NH:50]4)[CH2:44][CH2:45]1)[CH2:33][CH2:32]2. The yield is 0.480. The reactants are N1C2C(=C(N3CCN(CC4CCC5C(=CC=CC=5)N4)CC3)C=CC=2)C=C1.[CH3:27][O:28][C:29]1[CH:30]=[C:31]2[C:36](=[CH:37][CH:38]=1)[N:35]=[C:34]([CH2:39][N:40]1[CH2:45][CH2:44][N:43]([C:46]3[CH:54]=[CH:53][CH:52]=[C:51]4[C:47]=3[CH:48]=[CH:49][NH:50]4)[CH2:42][CH2:41]1)[CH:33]=[CH:32]2. (2) The reactants are Cl[C:2]1[N:7]=[N:6][C:5]([C:8]([F:11])([F:10])[F:9])=[C:4]([C:12]2[CH:17]=[CH:16][CH:15]=[CH:14][CH:13]=2)[CH:3]=1.[CH3:18][C@H:19]1[CH2:24][NH:23][CH2:22][C@@H:21]([CH3:25])[NH:20]1.C(N(C(C)C)CC)(C)C.Cl. The catalyst is C(#N)C.C(OCC)C. The product is [CH3:18][C@H:19]1[NH:20][C@@H:21]([CH3:25])[CH2:22][N:23]([C:2]2[N:7]=[N:6][C:5]([C:8]([F:11])([F:10])[F:9])=[C:4]([C:12]3[CH:17]=[CH:16][CH:15]=[CH:14][CH:13]=3)[CH:3]=2)[CH2:24]1. The yield is 0.270. (3) The reactants are Cl[C:2]1[C:7]([N+:8]([O-:10])=[O:9])=[C:6]([Cl:11])[N:5]=[CH:4][N:3]=1.[NH2:12][C:13]1[CH:18]=[CH:17][C:16]([S:19]([NH2:22])(=[O:21])=[O:20])=[CH:15][CH:14]=1.C(N(CC)CC)C. The catalyst is CC(O)C. The product is [Cl:11][C:6]1[N:5]=[CH:4][N:3]=[C:2]([NH:12][C:13]2[CH:18]=[CH:17][C:16]([S:19]([NH2:22])(=[O:20])=[O:21])=[CH:15][CH:14]=2)[C:7]=1[N+:8]([O-:10])=[O:9]. The yield is 0.890. (4) The reactants are C[O:2][C:3](=[O:18])[C:4]1[CH:9]=[CH:8][C:7]([O:10][CH2:11][C:12]2[CH:17]=[CH:16][CH:15]=[CH:14][CH:13]=2)=[CH:6][CH:5]=1.[OH-].[Na+]. The catalyst is C1COCC1.CO.O. The product is [CH2:11]([O:10][C:7]1[CH:6]=[CH:5][C:4]([C:3]([OH:18])=[O:2])=[CH:9][CH:8]=1)[C:12]1[CH:13]=[CH:14][CH:15]=[CH:16][CH:17]=1. The yield is 0.920. (5) The yield is 0.440. The reactants are [Br:1][C:2]1[CH:7]=[CH:6][C:5]([C@@H:8]([NH2:11])[CH2:9]C)=[CH:4][CH:3]=1.[C:12]([O-])(O)=[O:13].[Na+].ClC(Cl)(OC(=O)OC(Cl)(Cl)Cl)Cl. The product is [Br:1][C:2]1[CH:7]=[CH:6][C:5]([C@H:8]([N:11]=[C:12]=[O:13])[CH3:9])=[CH:4][CH:3]=1. The catalyst is C(Cl)Cl. (6) The yield is 0.990. The product is [CH3:1][O:2][C:3]1[C:4](=[O:19])[C:5]([C:15]([OH:17])=[O:16])=[N:6][N:7]([C:9]2[CH:14]=[CH:13][N:12]=[CH:11][CH:10]=2)[CH:8]=1. The catalyst is CO.C1COCC1. The reactants are [CH3:1][O:2][C:3]1[C:4](=[O:19])[C:5]([C:15]([O:17]C)=[O:16])=[N:6][N:7]([C:9]2[CH:14]=[CH:13][N:12]=[CH:11][CH:10]=2)[CH:8]=1.[OH-].[Na+]. (7) The reactants are [NH2:1][C:2]1[N:7]=[C:6]([C@:8]2([CH3:40])[C:13]([F:15])([F:14])[CH2:12][O:11][C:10]([NH:16][C:17]([C:32]3[CH:37]=[CH:36][C:35](OC)=[CH:34][CH:33]=3)([C:24]3[CH:29]=[CH:28][C:27]([O:30][CH3:31])=[CH:26][CH:25]=3)[C:18]3[CH:23]=[CH:22][CH:21]=[CH:20][CH:19]=3)=[N:9]2)[C:5]([F:41])=[CH:4][CH:3]=1.[Cl:42][C:43]1[C:44]([C:53]([OH:55])=O)=[N:45][CH:46]=[C:47]([C:49]([F:52])([F:51])[F:50])[CH:48]=1.C1C=NC2N(O)N=NC=2C=1.Cl.CN([CH:70]=[O:71])C. The catalyst is C(OCC)(=O)C.C(Cl)CCl. The product is [F:15][C:13]1([F:14])[CH2:12][O:11][C:10]([NH:16][C:17]([C:24]2[CH:25]=[CH:26][C:27]([O:30][CH3:31])=[CH:28][CH:29]=2)([C:32]2[CH:37]=[CH:36][CH:35]=[C:34]([O:71][CH3:70])[CH:33]=2)[C:18]2[CH:19]=[CH:20][CH:21]=[CH:22][CH:23]=2)=[N:9][C@@:8]1([C:6]1[N:7]=[C:2]([NH:1][C:53]([C:44]2[C:43]([Cl:42])=[CH:48][C:47]([C:49]([F:50])([F:51])[F:52])=[CH:46][N:45]=2)=[O:55])[CH:3]=[CH:4][C:5]=1[F:41])[CH3:40]. The yield is 0.292.